Predict the reaction yield, written as a fraction of the theoretical maximum amount of product (1.0 means a 100% yield; for example, 0.34 means a 34% yield). From a dataset of Reaction yield outcomes from USPTO patents with 853,638 reactions. The reactants are C[O:2][C:3](=[O:36])[CH2:4][CH2:5][C:6]1[CH:11]=[CH:10][C:9]([O:12][CH2:13][CH2:14][C@H:15]([O:17][C:18]2[CH:23]=[CH:22][C:21]([CH2:24][CH3:25])=[CH:20][C:19]=2[C:26](=[N:33][OH:34])[C:27]2[CH:32]=[CH:31][CH:30]=[CH:29][CH:28]=2)[CH3:16])=[CH:8][C:7]=1[CH3:35]. The catalyst is CO. The product is [CH2:24]([C:21]1[CH:22]=[CH:23][C:18]([O:17][C@H:15]([CH3:16])[CH2:14][CH2:13][O:12][C:9]2[CH:10]=[CH:11][C:6]([CH2:5][CH2:4][C:3]([OH:36])=[O:2])=[C:7]([CH3:35])[CH:8]=2)=[C:19]([C:26](=[N:33][OH:34])[C:27]2[CH:28]=[CH:29][CH:30]=[CH:31][CH:32]=2)[CH:20]=1)[CH3:25]. The yield is 1.00.